This data is from Forward reaction prediction with 1.9M reactions from USPTO patents (1976-2016). The task is: Predict the product of the given reaction. (1) The product is: [CH3:99][O:98][C:96]([NH:95][C@@H:81]([CH:82]([C:83]1[CH:84]=[CH:85][CH:86]=[CH:87][CH:88]=1)[C:89]1[CH:94]=[CH:93][CH:92]=[CH:91][CH:90]=1)[C:80]([NH:79][C:74]1[CH:75]=[CH:76][CH:77]=[CH:78][C:73]=1[CH2:72][CH2:71][C@H:61]1[O:60][CH2:59][C@@H:58]([CH:56]=[CH:8][C:7]2[CH:28]=[CH:29][CH:30]=[CH:31][C:6]=2[N+:3]([O-:5])=[O:4])[N:63]([C:64]([O:66][C:67]([CH3:68])([CH3:70])[CH3:69])=[O:65])[CH2:62]1)=[O:100])=[O:97]. Given the reactants O.[Br-].[N+:3]([C:6]1[CH:31]=[CH:30][CH:29]=[CH:28][C:7]=1[CH2:8][P+](C1C=CC=CC=1)(C1C=CC=CC=1)C1C=CC=CC=1)([O-:5])=[O:4].C(=O)([O-])[O-].[K+].[K+].C1OCCOCCOCCOCCOCCOC1.[CH:56]([C@H:58]1[N:63]([C:64]([O:66][C:67]([CH3:70])([CH3:69])[CH3:68])=[O:65])[CH2:62][C@@H:61]([CH2:71][CH2:72][C:73]2[CH:78]=[CH:77][CH:76]=[CH:75][C:74]=2[NH:79][C:80](=[O:100])[C@@H:81]([NH:95][C:96]([O:98][CH3:99])=[O:97])[CH:82]([C:89]2[CH:94]=[CH:93][CH:92]=[CH:91][CH:90]=2)[C:83]2[CH:88]=[CH:87][CH:86]=[CH:85][CH:84]=2)[O:60][CH2:59]1)=O, predict the reaction product. (2) Given the reactants [NH2:1][C:2]1[N:11]=[C:10]([C:12]([N:14]2[CH2:22][C:21]3[C:16](=[CH:17][CH:18]=[CH:19][CH:20]=3)[CH2:15]2)=[O:13])[C:9]2C(=C[CH:6]=[C:7]([CH:23]3[CH2:27][CH2:26][CH2:25][CH:24]3C(O)=O)[CH:8]=2)N=1.[CH2:31]([NH2:33])[CH3:32], predict the reaction product. The product is: [NH2:1][C:2]1[N:11]=[C:10]([C:12]([N:14]2[CH2:22][C:21]3[C:16](=[CH:17][CH:18]=[CH:19][CH:20]=3)[CH2:15]2)=[O:13])[C:9]2[C:31](=[CH:32][CH:6]=[C:7]([C:23]3([C:12]([NH:14][CH2:15][CH3:16])=[O:13])[CH2:27][CH2:26][CH2:25][CH2:24]3)[CH:8]=2)[N:33]=1. (3) Given the reactants [CH3:1][C:2]1[CH:3]=[C:4]2[CH:10]=[N:9][NH:8][C:5]2=[CH:6][N:7]=1.[I:11]I.[OH-].[K+], predict the reaction product. The product is: [I:11][C:10]1[C:4]2[C:5](=[CH:6][N:7]=[C:2]([CH3:1])[CH:3]=2)[NH:8][N:9]=1. (4) Given the reactants [C:1]([O:5][C:6]([NH:8][CH:9]([C:20]1[CH:25]=[CH:24][C:23]([O:26][S:27]([C:30]([F:33])([F:32])[F:31])(=[O:29])=[O:28])=[CH:22][CH:21]=1)[C:10]([N:12]1[CH2:16][CH2:15][CH2:14][C@H:13]1[C:17](=O)[NH2:18])=[O:11])=[O:7])([CH3:4])([CH3:3])[CH3:2].N1C=CC=CC=1.C(OC(C(F)(F)F)=O)(C(F)(F)F)=O, predict the reaction product. The product is: [C:1]([O:5][C:6]([NH:8][CH:9]([C:20]1[CH:21]=[CH:22][C:23]([O:26][S:27]([C:30]([F:33])([F:32])[F:31])(=[O:28])=[O:29])=[CH:24][CH:25]=1)[C:10]([N:12]1[CH2:16][CH2:15][CH2:14][C@H:13]1[C:17]#[N:18])=[O:11])=[O:7])([CH3:4])([CH3:2])[CH3:3].